Regression/Classification. Given a drug SMILES string, predict its absorption, distribution, metabolism, or excretion properties. Task type varies by dataset: regression for continuous measurements (e.g., permeability, clearance, half-life) or binary classification for categorical outcomes (e.g., BBB penetration, CYP inhibition). Dataset: pampa_ncats. From a dataset of PAMPA (Parallel Artificial Membrane Permeability Assay) permeability data from NCATS. (1) The molecule is C1C[C@@H](C[C@H]1NC2=NC=CC(=N2)C3=CC=NC=C3)NC(=O)CNC(=O)N. The result is 0 (low-to-moderate permeability). (2) The molecule is COC1=C(C(=C2C(=C1)CCC(C3=CC(=O)C(=CC=C32)SC)N)OC)OC. The result is 1 (high permeability). (3) The molecule is CC1=CC=C(C=C1)S(=O)(=O)NC2=C(C=CN=C2)C(=O)NC3=NC(=CS3)C4=CC(=C(C=C4)Cl)Cl. The result is 1 (high permeability). (4) The compound is CCC1=C(C(=CC=C1)CC)N2C(=C(C=C(C2=O)C3=NC(=CS3)C4=CC=C(C=C4)C(F)(F)F)C(=O)N5CCNCC5)C=C(C)C. The result is 1 (high permeability). (5) The drug is CC1=CC=C(C=C1)N2C(=C3C(=NN(C(=O)C3=N2)CCCC(=O)NCC4=CC=C(C=C4)F)C)C. The result is 1 (high permeability). (6) The result is 1 (high permeability). The drug is C[C@@]12CCC(=O)C=C1CC[C@H]3[C@H]2CC[C@]4([C@]3(CC[C@]4(C(=O)CO)O)O)C. (7) The drug is C1CN(C[C@@H]1O)C2=C(C=C(C=N2)C(=O)NC3=CC=C(C=C3)OC(F)(F)Cl)C4=CC=NN4. The result is 1 (high permeability). (8) The compound is CCOC1=CC=CC=C1C(=O)NC2CCN(C2=O)C3=CC(=CC(=C3)C)C. The result is 1 (high permeability).